Dataset: Catalyst prediction with 721,799 reactions and 888 catalyst types from USPTO. Task: Predict which catalyst facilitates the given reaction. (1) Reactant: [F:1][C:2]([F:7])([F:6])[C:3]([OH:5])=[O:4].[C:8]([C:10]1[C:11]([C:32]2[C:40]3[C:35](=[N:36][CH:37]=[C:38]([C:41]([F:44])([F:43])[F:42])[CH:39]=3)[N:34]([S:45]([C:48]3[CH:54]=[CH:53][C:51]([CH3:52])=[CH:50][CH:49]=3)(=[O:47])=[O:46])[CH:33]=2)=[N:12][C:13]([NH:16][C@@H:17]([CH:19]2[CH2:24][CH2:23][N:22](C(OC(C)(C)C)=O)[CH2:21][CH2:20]2)[CH3:18])=[N:14][CH:15]=1)#[N:9]. Product: [F:1][C:2]([F:7])([F:6])[C:3]([OH:5])=[O:4].[NH:22]1[CH2:21][CH2:20][CH:19]([C@H:17]([NH:16][C:13]2[N:12]=[C:11]([C:32]3[C:40]4[C:35](=[N:36][CH:37]=[C:38]([C:41]([F:43])([F:44])[F:42])[CH:39]=4)[N:34]([S:45]([C:48]4[CH:49]=[CH:50][C:51]([CH3:52])=[CH:53][CH:54]=4)(=[O:46])=[O:47])[CH:33]=3)[C:10]([C:8]#[N:9])=[CH:15][N:14]=2)[CH3:18])[CH2:24][CH2:23]1. The catalyst class is: 4. (2) Reactant: [C:1]([CH2:3][C:4]1[CH:12]=[C:11]([O:13][CH3:14])[CH:10]=[CH:9][C:5]=1[C:6](O)=[O:7])#[N:2].[NH2:15][C:16]1[CH:20]=[CH:19][NH:18][N:17]=1. Product: [CH3:14][O:13][C:11]1[CH:12]=[C:4]2[C:5](=[CH:9][CH:10]=1)[C:6](=[O:7])[NH:2][C:1]([NH:15][C:16]1[CH:20]=[CH:19][NH:18][N:17]=1)=[CH:3]2. The catalyst class is: 15. (3) Reactant: OO[S:3]([O-:5])=[O:4].[K+].[CH3:7][C:8]1([S:22]([C:25]2[CH:30]=[CH:29][CH:28]=[C:27]([C:31]([F:34])([F:33])[F:32])[CH:26]=2)(=[O:24])=[O:23])[CH2:13][CH2:12][O:11][CH:10]([C:14]2[CH:15]=[CH:16][C:17](SC)=[N:18][CH:19]=2)[CH2:9]1.[CH3:35]C#N. Product: [CH3:35][S:3]([C:17]1[CH:16]=[CH:15][C:14]([CH:10]2[CH2:9][C:8]([CH3:7])([S:22]([C:25]3[CH:30]=[CH:29][CH:28]=[C:27]([C:31]([F:34])([F:32])[F:33])[CH:26]=3)(=[O:23])=[O:24])[CH2:13][CH2:12][O:11]2)=[CH:19][N:18]=1)(=[O:5])=[O:4]. The catalyst class is: 20. (4) Reactant: [O:1]1[C:5]2[CH:6]=[CH:7][C:8]([C:10]3([C:13]([OH:15])=O)[CH2:12][CH2:11]3)=[CH:9][C:4]=2[O:3][CH2:2]1.C(Cl)[Cl:17].S(Cl)(Cl)=O. Product: [O:1]1[C:5]2[CH:6]=[CH:7][C:8]([C:10]3([C:13]([Cl:17])=[O:15])[CH2:12][CH2:11]3)=[CH:9][C:4]=2[O:3][CH2:2]1. The catalyst class is: 9. (5) Reactant: CCN=C=NCCCN(C)C.C1C=CC2N(O)N=NC=2C=1.[C:22]([C:24]1[CH:25]=[C:26]([CH:30]=[CH:31][C:32]=1[O:33][CH:34]([CH3:36])[CH3:35])[C:27]([OH:29])=O)#[N:23].O[NH:38][C:39]([C:41]1[CH:42]=[C:43]2[C:47](=[CH:48][CH:49]=1)[NH:46][C:45]([CH2:50][OH:51])=[CH:44]2)=[NH:40]. Product: [OH:51][CH2:50][C:45]1[NH:46][C:47]2[C:43]([CH:44]=1)=[CH:42][C:41]([C:39]1[N:40]=[C:27]([C:26]3[CH:30]=[CH:31][C:32]([O:33][CH:34]([CH3:36])[CH3:35])=[C:24]([CH:25]=3)[C:22]#[N:23])[O:29][N:38]=1)=[CH:49][CH:48]=2. The catalyst class is: 31.